The task is: Predict which catalyst facilitates the given reaction.. This data is from Catalyst prediction with 721,799 reactions and 888 catalyst types from USPTO. (1) Reactant: C[O:2][C:3]1[CH:8]=[C:7]([C:9]2[CH:14]=[CH:13][C:12]([C:15]3([N:18]4[CH2:23][CH2:22][C:21]([CH2:30][C:31]([CH3:33])=[CH2:32])([C:24]5[CH:29]=[CH:28][CH:27]=[CH:26][CH:25]=5)[O:20][C:19]4=[O:34])[CH2:17][CH2:16]3)=[CH:11][CH:10]=2)[CH:6]=[CH:5][N:4]=1.[C:35]([O-])([O-])=O.[K+].[K+].IC. Product: [CH3:35][N:4]1[CH:5]=[CH:6][C:7]([C:9]2[CH:14]=[CH:13][C:12]([C:15]3([N:18]4[CH2:23][CH2:22][C:21]([CH2:30][C:31]([CH3:33])=[CH2:32])([C:24]5[CH:29]=[CH:28][CH:27]=[CH:26][CH:25]=5)[O:20][C:19]4=[O:34])[CH2:16][CH2:17]3)=[CH:11][CH:10]=2)=[CH:8][C:3]1=[O:2]. The catalyst class is: 10. (2) Reactant: [CH3:1][N:2]1[CH2:7][CH2:6][CH2:5][CH2:4][CH2:3]1.[Br:8][CH2:9][CH2:10][CH2:11][CH2:12]Br. Product: [Br-:8].[Br:8][CH2:9][CH2:10][CH2:11][CH2:12][N+:2]1([CH3:1])[CH2:7][CH2:6][CH2:5][CH2:4][CH2:3]1. The catalyst class is: 9.